Dataset: Reaction yield outcomes from USPTO patents with 853,638 reactions. Task: Predict the reaction yield, written as a fraction of the theoretical maximum amount of product (1.0 means a 100% yield; for example, 0.34 means a 34% yield). (1) The reactants are C1(P(C2C=CC=CC=2)C2C=CC=CC=2)C=CC=CC=1.[N:20]1[CH:25]=[C:24](B(O)O)[CH:23]=[N:22][CH:21]=1.C([O-])([O-])=O.[Na+].[Na+].[CH3:35][O:36][C:37]([C:39]1[N:40]([CH2:60][CH2:61][F:62])[CH:41]=[C:42]([C:44]2([C:52]3[CH:57]=[CH:56][C:55]([F:58])=[C:54](Br)[CH:53]=3)[C:48](=[O:49])[N:47]([CH3:50])[C:46]([NH2:51])=[N:45]2)[CH:43]=1)=[O:38]. The catalyst is C(Cl)(Cl)Cl.C1C=CC(/C=C/C(/C=C/C2C=CC=CC=2)=O)=CC=1.C1C=CC(/C=C/C(/C=C/C2C=CC=CC=2)=O)=CC=1.C1C=CC(/C=C/C(/C=C/C2C=CC=CC=2)=O)=CC=1.[Pd].[Pd].CO.CCOC(C)=O.CCOC(C)=O.C1(C)C=CC=CC=1.CO. The product is [CH3:35][O:36][C:37]([C:39]1[N:40]([CH2:60][CH2:61][F:62])[CH:41]=[C:42]([C:44]2([C:52]3[CH:57]=[CH:56][C:55]([F:58])=[C:54]([C:24]4[CH:25]=[N:20][CH:21]=[N:22][CH:23]=4)[CH:53]=3)[C:48](=[O:49])[N:47]([CH3:50])[C:46]([NH2:51])=[N:45]2)[CH:43]=1)=[O:38]. The yield is 0.640. (2) The reactants are [CH:1]1([CH2:6][CH:7]([C:11]2[CH:16]=[CH:15][C:14]([Cl:17])=[C:13]([Cl:18])[CH:12]=2)[C:8]([OH:10])=O)[CH2:5][CH2:4][CH2:3][CH2:2]1.C(Cl)(=O)C(Cl)=O.[NH2:25][C:26]1[N:31]=[CH:30][CH:29]=[CH:28][N:27]=1. The catalyst is C(Cl)Cl.CN(C)C=O. The product is [CH:1]1([CH2:6][CH:7]([C:11]2[CH:16]=[CH:15][C:14]([Cl:17])=[C:13]([Cl:18])[CH:12]=2)[C:8]([NH:25][C:26]2[N:31]=[CH:30][CH:29]=[CH:28][N:27]=2)=[O:10])[CH2:2][CH2:3][CH2:4][CH2:5]1. The yield is 0.670. (3) The reactants are Br[C:2]1[CH:7]=[CH:6][C:5]([C@@H:8]([NH:10][S@@:11]([C:13]([CH3:16])([CH3:15])[CH3:14])=[O:12])[CH3:9])=[C:4]([F:17])[CH:3]=1.[CH:18]1([B-](F)(F)F)[CH2:20][CH2:19]1.[K+].C(=O)([O-])[O-].[Cs+].[Cs+].C12(P(C34CC5CC(CC(C5)C3)C4)CCCC)CC3CC(CC(C3)C1)C2.[Al]. The catalyst is [NH4+].[Cl-].CC([O-])=O.CC([O-])=O.[Pd+2].O.C1(C)C=CC=CC=1. The product is [CH:18]1([C:2]2[CH:7]=[CH:6][C:5]([C@@H:8]([NH:10][S@@:11]([C:13]([CH3:16])([CH3:15])[CH3:14])=[O:12])[CH3:9])=[C:4]([F:17])[CH:3]=2)[CH2:20][CH2:19]1. The yield is 1.06. (4) The reactants are C[O:2][C:3](=[O:24])[CH2:4][C:5]1[CH:10]=[CH:9][C:8]([CH2:11][CH2:12][C:13]2[N:14]=[C:15]([NH:18][S:19]([CH2:22][CH3:23])(=[O:21])=[O:20])[S:16][CH:17]=2)=[CH:7][CH:6]=1.[OH-].[Na+]. The catalyst is O1CCOCC1. The product is [CH2:22]([S:19]([NH:18][C:15]1[S:16][CH:17]=[C:13]([CH2:12][CH2:11][C:8]2[CH:7]=[CH:6][C:5]([CH2:4][C:3]([OH:24])=[O:2])=[CH:10][CH:9]=2)[N:14]=1)(=[O:20])=[O:21])[CH3:23]. The yield is 0.990. (5) The reactants are [CH3:1][O:2][C:3]1[CH:8]=[CH:7][CH:6]=[C:5]([NH2:9])[CH:4]=1.[CH3:10][C:11]1([CH3:19])[O:16][C:15](=[O:17])[CH2:14][C:13](=[O:18])[O:12]1.[CH2:20](OC(OCC)OCC)C. The catalyst is C(O)C. The product is [CH3:1][O:2][C:3]1[CH:4]=[C:5]([NH:9][CH:20]=[C:14]2[C:15](=[O:17])[O:16][C:11]([CH3:19])([CH3:10])[O:12][C:13]2=[O:18])[CH:6]=[CH:7][CH:8]=1. The yield is 0.890.